From a dataset of Full USPTO retrosynthesis dataset with 1.9M reactions from patents (1976-2016). Predict the reactants needed to synthesize the given product. (1) Given the product [C:20]1([N:26]2[C:6]([C:7]3[CH:8]=[C:9]4[C:13](=[CH:14][CH:15]=3)[NH:12][C:11](=[O:16])[CH2:10]4)=[CH:5][CH:4]=[N:27]2)[CH:25]=[CH:24][CH:23]=[CH:22][CH:21]=1, predict the reactants needed to synthesize it. The reactants are: C(O[CH:4](OCC)[C:5]#[C:6][C:7]1[CH:8]=[C:9]2[C:13](=[CH:14][CH:15]=1)[NH:12][C:11](=[O:16])[CH2:10]2)C.[C:20]1([NH:26][NH2:27])[CH:25]=[CH:24][CH:23]=[CH:22][CH:21]=1.S(=O)(=O)(O)O.C([O-])(O)=O.[Na+]. (2) Given the product [CH3:1][O:2][C:3]1[CH:4]=[C:5]2[C:10](=[CH:11][C:12]=1[N+:13]([O-:15])=[O:14])[N:9]([C:19](=[O:20])[C@@H:18]1[CH2:22][CH2:23][CH2:24][N:17]1[CH3:16])[CH2:8][CH2:7][CH2:6]2, predict the reactants needed to synthesize it. The reactants are: [CH3:1][O:2][C:3]1[CH:4]=[C:5]2[C:10](=[CH:11][C:12]=1[N+:13]([O-:15])=[O:14])[NH:9][CH2:8][CH2:7][CH2:6]2.[CH3:16][N:17]1[CH2:24][CH2:23][CH2:22][C@H:18]1[C:19](O)=[O:20].CN(C(ON1N=NC2C=CC=NC1=2)=[N+](C)C)C.F[P-](F)(F)(F)(F)F.CCN(C(C)C)C(C)C. (3) Given the product [Cl:1][C:2]1[CH:7]=[C:6]([NH2:13])[C:5]([C:9]([F:12])([F:11])[F:10])=[CH:4][N:3]=1, predict the reactants needed to synthesize it. The reactants are: [Cl:1][C:2]1[CH:7]=[C:6](I)[C:5]([C:9]([F:12])([F:11])[F:10])=[CH:4][N:3]=1.[NH3:13].CO. (4) Given the product [C:23]([NH:27][C:20]([C:11]1[CH:10]=[C:9]([C:6]2[CH:5]=[CH:4][C:3]([C:1]#[N:2])=[CH:8][N:7]=2)[N:13]([C:14]2[CH:19]=[CH:18][CH:17]=[CH:16][CH:15]=2)[N:12]=1)=[O:22])([CH3:26])([CH3:25])[CH3:24], predict the reactants needed to synthesize it. The reactants are: [C:1]([C:3]1[CH:4]=[CH:5][C:6]([C:9]2[N:13]([C:14]3[CH:19]=[CH:18][CH:17]=[CH:16][CH:15]=3)[N:12]=[C:11]([C:20]([OH:22])=O)[CH:10]=2)=[N:7][CH:8]=1)#[N:2].[C:23]([NH2:27])([CH3:26])([CH3:25])[CH3:24]. (5) The reactants are: [NH2:1][CH2:2][CH:3]1[CH2:5][CH2:4]1.C(N(C(C)C)CC)(C)C.[F:15][C:16]1[CH:21]=[CH:20][C:19]([S:22](Cl)(=[O:24])=[O:23])=[CH:18][CH:17]=1. Given the product [CH:3]1([CH2:2][NH:1][S:22]([C:19]2[CH:20]=[CH:21][C:16]([F:15])=[CH:17][CH:18]=2)(=[O:24])=[O:23])[CH2:5][CH2:4]1, predict the reactants needed to synthesize it. (6) Given the product [CH:7]1[C:6]2[NH:18][C:13]3[C:12](=[CH:17][C:16]4[NH:11][C:12]5[C:13]([NH:18][C:15]=4[CH:14]=3)=[CH:14][CH:15]=[CH:16][CH:17]=5)[NH:11][C:5]=2[CH:4]=[CH:3][CH:2]=1, predict the reactants needed to synthesize it. The reactants are: O[C:2]1[CH:7]=[C:6](O)[C:5](O)=[CH:4][C:3]=1O.[NH2:11][C:12]1[CH:17]=[CH:16][CH:15]=[CH:14][C:13]=1[NH2:18]. (7) The reactants are: [C:1](O)(=[O:8])[C:2]1[CH:7]=[CH:6][CH:5]=[CH:4][CH:3]=1.[S:10]1[C:15]2[CH:16]=[CH:17][CH:18]=[CH:19][C:14]=2[NH:13][C:12](=[O:20])[CH2:11]1. Given the product [C:1]([C:17]1[CH:18]=[CH:19][C:14]2[NH:13][C:12](=[O:20])[CH2:11][S:10][C:15]=2[CH:16]=1)(=[O:8])[C:2]1[CH:7]=[CH:6][CH:5]=[CH:4][CH:3]=1, predict the reactants needed to synthesize it.